Task: Predict the reactants needed to synthesize the given product.. Dataset: Full USPTO retrosynthesis dataset with 1.9M reactions from patents (1976-2016) (1) Given the product [CH2:1]([S:8][C:9]1[CH:10]=[C:11]2[C:15](=[CH:16][C:17]=1[F:18])[N:14]([CH2:26][C:27]1[CH:32]=[CH:31][CH:30]=[CH:29][C:28]=1[I:33])[N:13]=[CH:12]2)[C:2]1[CH:3]=[CH:4][CH:5]=[CH:6][CH:7]=1, predict the reactants needed to synthesize it. The reactants are: [CH2:1]([S:8][C:9]1[CH:10]=[C:11]2[C:15](=[CH:16][C:17]=1[F:18])[NH:14][N:13]=[CH:12]2)[C:2]1[CH:7]=[CH:6][CH:5]=[CH:4][CH:3]=1.C(=O)([O-])[O-].[Cs+].[Cs+].Br[CH2:26][C:27]1[CH:32]=[CH:31][CH:30]=[CH:29][C:28]=1[I:33]. (2) Given the product [CH2:1]([N:8]1[CH:17]=[C:16]([C:25]2[C:21]([CH3:20])=[N:22][O:23][C:24]=2[CH3:35])[C:15]2[C:10](=[CH:11][CH:12]=[CH:13][CH:14]=2)[C:9]1=[O:19])[C:2]1[CH:7]=[CH:6][CH:5]=[CH:4][CH:3]=1, predict the reactants needed to synthesize it. The reactants are: [CH2:1]([N:8]1[CH:17]=[C:16](Br)[C:15]2[C:10](=[CH:11][CH:12]=[CH:13][CH:14]=2)[C:9]1=[O:19])[C:2]1[CH:7]=[CH:6][CH:5]=[CH:4][CH:3]=1.[CH3:20][C:21]1[C:25](B2OC(C)(C)C(C)(C)O2)=[C:24]([CH3:35])[O:23][N:22]=1.C([O-])([O-])=O.[Na+].[Na+]. (3) Given the product [NH2:22][C:23]([C:28]1[CH:29]=[CH:30][C:31]([NH:34][CH:14]=[C:5]2[C:4]3[C:9](=[CH:10][CH:11]=[C:2]([Br:1])[CH:3]=3)[C:8](=[O:12])[NH:7][C:6]2=[O:13])=[CH:32][CH:33]=1)([CH3:27])[C:24]([OH:26])=[O:25], predict the reactants needed to synthesize it. The reactants are: [Br:1][C:2]1[CH:3]=[C:4]2[C:9](=[CH:10][CH:11]=1)[C:8](=[O:12])[NH:7][C:6](=[O:13])/[C:5]/2=[CH:14]/OC.CN(C)C=O.[NH2:22][C:23]([C:28]1[CH:33]=[CH:32][C:31]([NH2:34])=[CH:30][CH:29]=1)([CH3:27])[C:24]([OH:26])=[O:25]. (4) Given the product [Cl:1][C:2]1[N:3]=[C:4]([N:12]2[CH2:17][CH2:16][O:15][CH2:14][CH2:13]2)[C:5]2[S:10][C:9]([NH:20][CH2:21][CH2:22][OH:18])=[CH:8][C:6]=2[N:7]=1, predict the reactants needed to synthesize it. The reactants are: [Cl:1][C:2]1[N:3]=[C:4]([N:12]2[CH2:17][CH2:16][O:15][CH2:14][CH2:13]2)[C:5]2[S:10][C:9](I)=[CH:8][C:6]=2[N:7]=1.[O:18]1[CH2:22][CH2:21][NH:20]C1=O.[O-]P([O-])([O-])=O.[K+].[K+].[K+].CN(C)CCN. (5) Given the product [Si:15]([O:6][C:7]1[CH:8]=[C:9]([CH:12]=[CH:13][CH:14]=1)[CH:10]=[O:11])([C:18]([CH3:21])([CH3:20])[CH3:19])([CH3:17])[CH3:16], predict the reactants needed to synthesize it. The reactants are: N1C=CN=C1.[OH:6][C:7]1[CH:8]=[C:9]([CH:12]=[CH:13][CH:14]=1)[CH:10]=[O:11].[Si:15](Cl)([C:18]([CH3:21])([CH3:20])[CH3:19])([CH3:17])[CH3:16].CCCCCC. (6) Given the product [Cl:32][C:20]1[C:21]([C:23]2[C:31]3[C:26](=[CH:27][CH:28]=[CH:29][CH:30]=3)[NH:25][CH:24]=2)=[N:22][C:17]([NH:16][C:12]2[CH:11]=[C:10]([N:8]([CH3:9])[C:6](=[O:7])[C:5]3[CH:33]=[CH:34][C:2]([NH:1][C:48](=[O:49])/[CH:47]=[CH:43]/[CH2:41][N:37]([CH3:36])[CH3:38])=[CH:3][CH:4]=3)[CH:15]=[CH:14][CH:13]=2)=[N:18][CH:19]=1, predict the reactants needed to synthesize it. The reactants are: [NH2:1][C:2]1[CH:34]=[CH:33][C:5]([C:6]([N:8]([C:10]2[CH:15]=[CH:14][CH:13]=[C:12]([NH:16][C:17]3[N:22]=[C:21]([C:23]4[C:31]5[C:26](=[CH:27][CH:28]=[CH:29][CH:30]=5)[NH:25][CH:24]=4)[C:20]([Cl:32])=[CH:19][N:18]=3)[CH:11]=2)[CH3:9])=[O:7])=[CH:4][CH:3]=1.C[CH2:36][N:37]([CH:41]([CH3:43])C)[CH:38](C)C.BrC/C=[CH:47]/[C:48](Cl)=[O:49].CNC.